From a dataset of Forward reaction prediction with 1.9M reactions from USPTO patents (1976-2016). Predict the product of the given reaction. (1) Given the reactants [C:1]([O:5][C@@H:6]([CH:16]=[CH2:17])[CH2:7][O:8][CH2:9][C:10]1[CH:15]=[CH:14][CH:13]=[CH:12][CH:11]=1)(=[O:4])C=C, predict the reaction product. The product is: [CH2:9]([O:8][CH2:7][C@H:6]1[O:5][C:1](=[O:4])[CH:17]=[CH:16]1)[C:10]1[CH:11]=[CH:12][CH:13]=[CH:14][CH:15]=1. (2) Given the reactants [C:1]([NH:4][C@@H:5]([CH2:34][C:35]1[CH:40]=[CH:39][CH:38]=[CH:37][CH:36]=1)[C:6]([NH:8][C@@H:9]([C:25]1[NH:29][C:28]2[CH:30]=[CH:31][CH:32]=[CH:33][C:27]=2[N:26]=1)[CH2:10][C:11]1[CH:16]=[CH:15][C:14]([C:17]2[S:21](=[O:23])(=[O:22])[NH:20][C:19](=[O:24])[CH:18]=2)=[CH:13][CH:12]=1)=[O:7])(=[O:3])[CH3:2], predict the reaction product. The product is: [C:1]([NH:4][C@@H:5]([CH2:34][C:35]1[CH:36]=[CH:37][CH:38]=[CH:39][CH:40]=1)[C:6]([NH:8][C@@H:9]([C:25]1[NH:26][C:27]2[CH:33]=[CH:32][CH:31]=[CH:30][C:28]=2[N:29]=1)[CH2:10][C:11]1[CH:12]=[CH:13][C:14]([CH:17]2[S:21](=[O:23])(=[O:22])[NH:20][C:19](=[O:24])[CH2:18]2)=[CH:15][CH:16]=1)=[O:7])(=[O:3])[CH3:2]. (3) Given the reactants [Br:1][C:2]1[CH:3]=[CH:4][C:5]([F:16])=[C:6]([C:8]([N+:13]([O-])=O)([CH2:11][OH:12])[CH2:9][OH:10])[CH:7]=1, predict the reaction product. The product is: [NH2:13][C:8]([C:6]1[CH:7]=[C:2]([Br:1])[CH:3]=[CH:4][C:5]=1[F:16])([CH2:9][OH:10])[CH2:11][OH:12]. (4) Given the reactants CCN(CC)CC.[CH3:8][C:9]1[C:14]([O:15][C:16]2[CH:21]=[CH:20][N:19]=[C:18]([NH:22][C:23]3[CH:31]=[CH:30][C:26]([C:27]([O-:29])=O)=[CH:25][CH:24]=3)[CH:17]=2)=[CH:13][CH:12]=[C:11]([CH3:32])[N:10]=1.[Li+].[N:34]1([CH2:39][CH2:40][NH2:41])[CH:38]=[CH:37][CH:36]=[CH:35]1.CN(C(ON1N=NC2C=CC=CC1=2)=[N+](C)C)C.F[P-](F)(F)(F)(F)F, predict the reaction product. The product is: [CH3:8][C:9]1[C:14]([O:15][C:16]2[CH:21]=[CH:20][N:19]=[C:18]([NH:22][C:23]3[CH:31]=[CH:30][C:26]([C:27]([NH:41][CH2:40][CH2:39][N:34]4[CH:38]=[CH:37][CH:36]=[CH:35]4)=[O:29])=[CH:25][CH:24]=3)[CH:17]=2)=[CH:13][CH:12]=[C:11]([CH3:32])[N:10]=1. (5) Given the reactants Cl[CH:2]1[CH2:6][CH2:5][N:4]([C:7]2[CH:12]=[CH:11][CH:10]=[CH:9][CH:8]=2)[C:3]1=[O:13].[CH3:14][C:15]1[S:16][C:17]2[CH:23]=[CH:22][C:21]([O:24][CH2:25][CH:26]([OH:34])[CH2:27][N:28]3[CH2:33][CH2:32][NH:31][CH2:30][CH2:29]3)=[CH:20][C:18]=2[N:19]=1.CCN(CC)CC, predict the reaction product. The product is: [OH:34][C@@H:26]([CH2:25][O:24][C:21]1[CH:22]=[CH:23][C:17]2[S:16][C:15]([CH3:14])=[N:19][C:18]=2[CH:20]=1)[CH2:27][N:28]1[CH2:29][CH2:30][N:31]([CH:2]2[CH2:6][CH2:5][N:4]([C:7]3[CH:12]=[CH:11][CH:10]=[CH:9][CH:8]=3)[C:3]2=[O:13])[CH2:32][CH2:33]1. (6) The product is: [CH2:1]([O:3][C:4]([C:6]1[CH:7]=[N:8][N:9]([C:11]2[N:15]([CH2:16][O:17][CH2:18][CH2:19][O:20][CH3:21])[C:14]3[CH:22]=[C:23]([Cl:27])[C:24]([NH:26][C:29]4[CH:45]=[CH:44][CH:32]=[CH:31][CH:30]=4)=[CH:25][C:13]=3[N:12]=2)[CH:10]=1)=[O:5])[CH3:2]. Given the reactants [CH2:1]([O:3][C:4]([C:6]1[CH:7]=[N:8][N:9]([C:11]2[N:15]([CH2:16][O:17][CH2:18][CH2:19][O:20][CH3:21])[C:14]3[CH:22]=[C:23]([Cl:27])[C:24]([NH2:26])=[CH:25][C:13]=3[N:12]=2)[CH:10]=1)=[O:5])[CH3:2].N[C:29]1[C:45](Cl)=[CH:44][C:32]2NC(N3C=C(C(O)=O)C=N3)=N[C:31]=2[CH:30]=1.BrC1C=CC=CC=1.CC(C)([O-])C.[Na+], predict the reaction product. (7) Given the reactants [C:1]([C:3]1[N:7]2[N:8]=[C:9]([C:12]3[CH:17]=[CH:16][C:15]([C:18]([N:20]4[CH2:25][CH2:24][N:23]([CH3:26])[CH2:22][CH2:21]4)=[O:19])=[CH:14][CH:13]=3)[CH:10]=[CH:11][C:6]2=[N:5][CH:4]=1)#[CH:2].I[C:28]1[CH:33]=[CH:32][CH:31]=[CH:30][CH:29]=1, predict the reaction product. The product is: [CH3:26][N:23]1[CH2:22][CH2:21][N:20]([C:18]([C:15]2[CH:14]=[CH:13][C:12]([C:9]3[CH:10]=[CH:11][C:6]4[N:7]([C:3]([C:1]#[C:2][C:28]5[CH:33]=[CH:32][CH:31]=[CH:30][CH:29]=5)=[CH:4][N:5]=4)[N:8]=3)=[CH:17][CH:16]=2)=[O:19])[CH2:25][CH2:24]1. (8) The product is: [Cl:1][C:2]1[CH:7]=[CH:6][C:5]([C:8]2[N:9]([CH2:17][C@H:18]([OH:23])[C:19]([F:21])([F:22])[F:20])[C:10](=[O:16])[N:11]([CH2:13][C:14]3[N:26]=[N:25][N:24]([C:27]4[CH:32]=[CH:31][CH:30]=[C:29]([Cl:33])[C:28]=4[Cl:34])[CH:15]=3)[N:12]=2)=[CH:4][CH:3]=1. Given the reactants [Cl:1][C:2]1[CH:7]=[CH:6][C:5]([C:8]2[N:9]([CH2:17][C@H:18]([OH:23])[C:19]([F:22])([F:21])[F:20])[C:10](=[O:16])[N:11]([CH2:13][C:14]#[CH:15])[N:12]=2)=[CH:4][CH:3]=1.[N:24]([C:27]1[CH:32]=[CH:31][CH:30]=[C:29]([Cl:33])[C:28]=1[Cl:34])=[N+:25]=[N-:26], predict the reaction product. (9) The product is: [NH:18]1[C:19]2[C:15](=[CH:14][C:13]([O:12][C:6]3[C:5]4[C:10](=[CH:11][C:2]([O:1][CH2:25][CH2:26][N:27]5[CH2:32][CH2:31][CH2:30][CH2:29][CH2:28]5)=[C:3]([O:22][CH3:23])[CH:4]=4)[N:9]=[CH:8][N:7]=3)=[CH:21][CH:20]=2)[CH:16]=[CH:17]1. Given the reactants [OH:1][C:2]1[CH:11]=[C:10]2[C:5]([C:6]([O:12][C:13]3[CH:14]=[C:15]4[C:19](=[CH:20][CH:21]=3)[NH:18][CH:17]=[CH:16]4)=[N:7][CH:8]=[N:9]2)=[CH:4][C:3]=1[O:22][CH3:23].O[CH2:25][CH2:26][N:27]1[CH2:32][CH2:31][CH2:30][CH2:29][CH2:28]1, predict the reaction product. (10) Given the reactants [H-].[Na+].[N+:3]([C:6]1[CH:15]=[CH:14]C2N[C:11](=O)[NH:12][C:8]=2[CH:7]=1)([O-:5])=[O:4].[CH3:16][N:17]([CH:19]=[O:20])[CH3:18], predict the reaction product. The product is: [CH3:16][N:17]1[C:18]2[CH:14]=[CH:15][C:6]([N+:3]([O-:5])=[O:4])=[CH:7][C:8]=2[N:12]([CH3:11])[C:19]1=[O:20].